Dataset: Forward reaction prediction with 1.9M reactions from USPTO patents (1976-2016). Task: Predict the product of the given reaction. (1) Given the reactants [C:1]([C:4]1[S:5][CH:6]=[C:7]([CH3:9])[N:8]=1)(=[O:3])[CH3:2].[C:10](=O)([O:13]C)[O:11][CH3:12].[H-].[Na+], predict the reaction product. The product is: [CH3:9][C:7]1[N:8]=[C:4]([C:1](=[O:3])[CH2:2][C:10]([O:11][CH3:12])=[O:13])[S:5][CH:6]=1. (2) Given the reactants [C@H:1]12[CH2:20][C@H:4]([N:5]([C:7]([C:9]3[CH:10]=[N:11][N:12]4[C:17](I)=[CH:16][C:15]([CH3:19])=[CH:14][C:13]=34)=[O:8])[CH2:6]1)[CH2:3][O:2]2.CC1(C)C(C)(C)OB([C:29]2[O:33][C:32]([Si:34]([CH:41]([CH3:43])[CH3:42])([CH:38]([CH3:40])[CH3:39])[CH:35]([CH3:37])[CH3:36])=[N:31][CH:30]=2)O1.C(=O)([O-])[O-].[K+].[K+], predict the reaction product. The product is: [CH3:19][C:15]1[CH:16]=[C:17]([C:29]2[O:33][C:32]([Si:34]([CH:38]([CH3:40])[CH3:39])([CH:41]([CH3:43])[CH3:42])[CH:35]([CH3:36])[CH3:37])=[N:31][CH:30]=2)[N:12]2[N:11]=[CH:10][C:9]([C:7]([N:5]3[CH2:6][C@@H:1]4[CH2:20][C@H:4]3[CH2:3][O:2]4)=[O:8])=[C:13]2[CH:14]=1. (3) Given the reactants [CH:1]1([C:4]2[CH:5]=[C:6]([CH3:34])[C:7]([N:10]3[CH2:15][CH2:14][N:13]([C:16]([C:18]4[CH:26]=[CH:25][C:24]([N:27]5[CH2:31][CH2:30][CH2:29][S:28]5(=[O:33])=[O:32])=[CH:23][C:19]=4[C:20]([NH2:22])=[O:21])=[O:17])[CH2:12][CH2:11]3)=[N:8][CH:9]=2)[CH2:3][CH2:2]1.[C:35](O[C:35]([O:37][C:38]([CH3:41])([CH3:40])[CH3:39])=[O:36])([O:37][C:38]([CH3:41])([CH3:40])[CH3:39])=[O:36], predict the reaction product. The product is: [C:38]([O:37][C:35]([N:22]([C:35]([O:37][C:38]([CH3:41])([CH3:40])[CH3:39])=[O:36])[C:20](=[O:21])[C:19]1[CH:23]=[C:24]([N:27]2[CH2:31][CH2:30][CH2:29][S:28]2(=[O:32])=[O:33])[CH:25]=[CH:26][C:18]=1[C:16]([N:13]1[CH2:12][CH2:11][N:10]([C:7]2[C:6]([CH3:34])=[CH:5][C:4]([CH:1]3[CH2:3][CH2:2]3)=[CH:9][N:8]=2)[CH2:15][CH2:14]1)=[O:17])=[O:36])([CH3:41])([CH3:40])[CH3:39]. (4) Given the reactants Cl.C(N=C=[N:6][CH2:7][CH2:8][CH2:9][N:10](C)C)C.[CH3:13][CH:14]([CH2:18][CH2:19][S:20][C:21]1[N:22]([C:31]2[CH:36]=[CH:35][C:34]([O:37][CH2:38][C:39]([F:42])([F:41])[F:40])=[CH:33][CH:32]=2)[C:23](=[O:30])[C:24]2[NH:29][CH:28]=[CH:27][C:25]=2[N:26]=1)[C:15]([OH:17])=O.NCCC#N.ON1C2C=CC=CC=2N=N1, predict the reaction product. The product is: [C:7]([CH2:8][CH2:9][NH:10][C:15](=[O:17])[CH:14]([CH3:13])[CH2:18][CH2:19][S:20][C:21]1[N:22]([C:31]2[CH:32]=[CH:33][C:34]([O:37][CH2:38][C:39]([F:42])([F:41])[F:40])=[CH:35][CH:36]=2)[C:23](=[O:30])[C:24]2[NH:29][CH:28]=[CH:27][C:25]=2[N:26]=1)#[N:6]. (5) Given the reactants [CH3:1][N:2]([CH3:15])[CH2:3][CH2:4][O:5][C:6]1[CH:11]=[N:10][C:9]([N+:12]([O-])=O)=[CH:8][N:7]=1, predict the reaction product. The product is: [CH3:1][N:2]([CH3:15])[CH2:3][CH2:4][O:5][C:6]1[N:7]=[CH:8][C:9]([NH2:12])=[N:10][CH:11]=1. (6) Given the reactants Cl.[Si]([O:9][CH2:10][C:11]1[CH:12]=[C:13]2[C:18](=[N:19][C:20]=1[CH:21](OC)[O:22]C)[N:17]([C:26]([NH:28][C:29]1[CH:34]=[C:33]([O:35][CH:36]3[CH:41]4[CH2:42][CH2:43][N:38]([CH2:39][CH2:40]4)[CH2:37]3)[C:32]([C:44]#[N:45])=[CH:31][N:30]=1)=[O:27])[CH2:16][CH2:15][CH2:14]2)(C(C)(C)C)(C)C.C([O-])(O)=O.[Na+], predict the reaction product. The product is: [C:44]([C:32]1[C:33]([O:35][CH:36]2[CH:41]3[CH2:42][CH2:43][N:38]([CH2:39][CH2:40]3)[CH2:37]2)=[CH:34][C:29]([NH:28][C:26]([N:17]2[C:18]3[C:13](=[CH:12][C:11]([CH2:10][OH:9])=[C:20]([CH:21]=[O:22])[N:19]=3)[CH2:14][CH2:15][CH2:16]2)=[O:27])=[N:30][CH:31]=1)#[N:45]. (7) Given the reactants N1C=CC(C2N(C3N=CSC=3)CC=CC=2C([O-])=O)=CC=1.Br[CH2:22][C:23]([C:25]1[C:30](=[O:31])[NH:29][C:28]([CH2:32][CH3:33])=[C:27]([C:34]([O:36][CH2:37][CH3:38])=[O:35])[CH:26]=1)=O.[CH:39]1[C:44]([C:45]([NH2:47])=[S:46])=[CH:43][CH:42]=[N:41][CH:40]=1, predict the reaction product. The product is: [CH2:32]([C:28]1[NH:29][C:30](=[O:31])[C:25]([C:23]2[N:47]=[C:45]([C:44]3[CH:43]=[CH:42][N:41]=[CH:40][CH:39]=3)[S:46][CH:22]=2)=[CH:26][C:27]=1[C:34]([O:36][CH2:37][CH3:38])=[O:35])[CH3:33].